This data is from Catalyst prediction with 721,799 reactions and 888 catalyst types from USPTO. The task is: Predict which catalyst facilitates the given reaction. (1) Reactant: [S:1]([N:17](S(C1C2C=CC=C(N(C)C)C=2C=CC=1)(=O)=O)[CH2:18][CH2:19][S:20][S:21][CH2:22][CH2:23][NH2:24])([C:4]1[C:16]2[CH:15]=[CH:14][CH:13]=[C:9]([N:10]([CH3:12])[CH3:11])[C:8]=2[CH:7]=[CH:6][CH:5]=1)(=[O:3])=[O:2].C(C(O)=O)CP(CCC(O)=O)CCC(O)=O.Br[C:58]1[C:59]([NH:61][C:62](=[O:64])[CH:63]=1)=[O:60]. Product: [S:1]([NH:17][CH2:18][CH2:19][S:20][S:21][CH2:22][CH2:23][NH2:24])([C:4]1[C:16]2[CH:15]=[CH:14][CH:13]=[C:9]([N:10]([CH3:12])[CH3:11])[C:8]=2[CH:7]=[CH:6][CH:5]=1)(=[O:2])=[O:3].[C:59]1(=[O:60])[NH:61][C:62](=[O:64])[CH:63]=[CH:58]1. The catalyst class is: 5. (2) Reactant: [CH:1]1([NH:4][C:5]2[C:6]([N:15]3[CH2:20][CH2:19][N:18](C(OC(C)(C)C)=O)[CH:17]([CH3:28])[CH2:16]3)=[N:7][C:8]3[C:13]([N:14]=2)=[CH:12][CH:11]=[CH:10][CH:9]=3)[CH2:3][CH2:2]1.[ClH:29]. Product: [ClH:29].[ClH:29].[CH:1]1([NH:4][C:5]2[C:6]([N:15]3[CH2:20][CH2:19][NH:18][CH:17]([CH3:28])[CH2:16]3)=[N:7][C:8]3[C:13](=[CH:12][CH:11]=[CH:10][CH:9]=3)[N:14]=2)[CH2:2][CH2:3]1. The catalyst class is: 12. (3) Product: [NH:1]([C:6]([O:8][CH2:9][CH:10]1[C:11]2[C:16](=[CH:15][CH:14]=[CH:13][CH:12]=2)[C:17]2[C:22]1=[CH:21][CH:20]=[CH:19][CH:18]=2)=[O:7])[CH2:2][C:3]([O:5][C:24]1[C:25]([F:26])=[C:27]([F:28])[C:29]([F:30])=[C:31]([F:32])[C:33]=1[F:34])=[O:4]. The catalyst class is: 3. Reactant: [NH:1]([C:6]([O:8][CH2:9][CH:10]1[C:22]2[C:17](=[CH:18][CH:19]=[CH:20][CH:21]=2)[C:16]2[C:11]1=[CH:12][CH:13]=[CH:14][CH:15]=2)=[O:7])[CH2:2][C:3]([OH:5])=[O:4].O[C:24]1[C:33]([F:34])=[C:31]([F:32])[C:29]([F:30])=[C:27]([F:28])[C:25]=1[F:26].C1CCC(N=C=NC2CCCCC2)CC1. (4) Reactant: Br[CH:2]([C:12]1[N:21]=[CH:20][C:19]2[N:18]([CH3:22])[C:17](=[O:23])[C@@H:16]([CH2:24][CH3:25])[N:15]([CH:26]([CH3:28])[CH3:27])[C:14]=2[N:13]=1)[C:3]([C:5]1[CH:10]=[CH:9][C:8]([F:11])=[CH:7][CH:6]=1)=O.[NH2:29][C:30]([NH2:32])=[S:31]. Product: [NH2:32][C:30]1[S:31][C:2]([C:12]2[N:21]=[CH:20][C:19]3[N:18]([CH3:22])[C:17](=[O:23])[C@@H:16]([CH2:24][CH3:25])[N:15]([CH:26]([CH3:28])[CH3:27])[C:14]=3[N:13]=2)=[C:3]([C:5]2[CH:10]=[CH:9][C:8]([F:11])=[CH:7][CH:6]=2)[N:29]=1. The catalyst class is: 5. (5) Reactant: [OH:1][C:2]([C:4]([F:7])([F:6])[F:5])=[O:3].C([N:15]1[CH2:24][CH2:23][C:22]2[C:17](=[N:18][C:19]([N:29]3[CH2:34][CH2:33][CH:32]([O:35][C:36]4[CH:41]=[CH:40][C:39]([F:42])=[CH:38][C:37]=4[F:43])[CH2:31][CH2:30]3)=[C:20]([NH:25][CH:26]([CH3:28])[CH3:27])[N:21]=2)[CH:16]1[CH3:44])C1C=CC=CC=1. Product: [F:43][C:37]1[CH:38]=[C:39]([F:42])[CH:40]=[CH:41][C:36]=1[O:35][CH:32]1[CH2:31][CH2:30][N:29]([C:19]2[N:18]=[C:17]3[CH:16]([CH3:44])[NH:15][CH2:24][CH2:23][C:22]3=[N:21][C:20]=2[NH:25][CH:26]([CH3:28])[CH3:27])[CH2:34][CH2:33]1.[C:2]([OH:3])([C:4]([F:7])([F:6])[F:5])=[O:1]. The catalyst class is: 833. (6) Reactant: [Cl-].[Cl-].[Cl-].[Al+3].[NH:5]1[C:9]2=[N:10][CH:11]=[CH:12][CH:13]=[C:8]2[CH:7]=[CH:6]1.[Cl:14][C:15]1[N:20]=[CH:19][C:18]([C:21](Cl)=[O:22])=[CH:17][CH:16]=1.CO. Product: [Cl:14][C:15]1[N:20]=[CH:19][C:18]([C:21]([C:7]2[C:8]3[C:9](=[N:10][CH:11]=[CH:12][CH:13]=3)[NH:5][CH:6]=2)=[O:22])=[CH:17][CH:16]=1. The catalyst class is: 2.